This data is from Catalyst prediction with 721,799 reactions and 888 catalyst types from USPTO. The task is: Predict which catalyst facilitates the given reaction. (1) Reactant: Cl[C:2]1[CH:3]=[CH:4][C:5]2[N:6]([C:8]([C:11]3[CH:16]=[CH:15][N:14]=[CH:13][CH:12]=3)=[CH:9][N:10]=2)[N:7]=1.[CH2:17]([N:19]1[CH2:23][CH2:22][CH2:21][CH:20]1[CH2:24][NH2:25])[CH3:18]. Product: [CH2:17]([N:19]1[CH2:23][CH2:22][CH2:21][CH:20]1[CH2:24][NH:25][C:2]1[CH:3]=[CH:4][C:5]2[N:6]([C:8]([C:11]3[CH:16]=[CH:15][N:14]=[CH:13][CH:12]=3)=[CH:9][N:10]=2)[N:7]=1)[CH3:18]. The catalyst class is: 57. (2) Reactant: N#N.Cl.Cl.[Br:5][C:6]1[CH:11]=[CH:10][C:9]([CH2:12][C@H:13]([C:15]2[NH:19][C:18]3[CH:20]=[CH:21][C:22]([C:24]([F:27])([F:26])[F:25])=[CH:23][C:17]=3[N:16]=2)[NH2:14])=[CH:8][CH:7]=1.[OH-].[Na+]. Product: [Br:5][C:6]1[CH:11]=[CH:10][C:9]([CH2:12][C@H:13]([C:15]2[NH:19][C:18]3[CH:20]=[CH:21][C:22]([C:24]([F:26])([F:25])[F:27])=[CH:23][C:17]=3[N:16]=2)[NH2:14])=[CH:8][CH:7]=1. The catalyst class is: 2. (3) Reactant: [Cl:1][C:2]1[C:7]([F:8])=[C:6]([F:9])[CH:5]=[CH:4][C:3]=1[CH2:10][NH:11][C:12]([CH:14]1[CH2:18][NH:17][C:16](=[O:19])[N:15]1[CH3:20])=[O:13].Br[C:22]1[N:23]=[CH:24][N:25]([CH3:27])[CH:26]=1.P([O-])([O-])([O-])=O.[K+].[K+].[K+].CN(C)[C@@H]1CCCC[C@H]1N. Product: [Cl:1][C:2]1[C:7]([F:8])=[C:6]([F:9])[CH:5]=[CH:4][C:3]=1[CH2:10][NH:11][C:12]([CH:14]1[CH2:18][N:17]([C:22]2[N:23]=[CH:24][N:25]([CH3:27])[CH:26]=2)[C:16](=[O:19])[N:15]1[CH3:20])=[O:13]. The catalyst class is: 185. (4) Reactant: [CH3:1][O:2][C:3]1[CH:12]=[C:11]2[C:6]([CH:7]=[CH:8][CH:9]=[C:10]2[CH2:13][CH2:14][NH:15][C:16](=[O:18])[CH3:17])=[CH:5][CH:4]=1.[C:19]1([S:25]([OH:28])(=[O:27])=[O:26])[CH:24]=[CH:23][CH:22]=[CH:21][CH:20]=1.C1CCCCC1. Product: [C:19]1([S:25]([OH:28])(=[O:27])=[O:26])[CH:24]=[CH:23][CH:22]=[CH:21][CH:20]=1.[CH3:1][O:2][C:3]1[CH:12]=[C:11]2[C:6]([CH:7]=[CH:8][CH:9]=[C:10]2[CH2:13][CH2:14][NH:15][C:16](=[O:18])[CH3:17])=[CH:5][CH:4]=1. The catalyst class is: 370.